This data is from Reaction yield outcomes from USPTO patents with 853,638 reactions. The task is: Predict the reaction yield, written as a fraction of the theoretical maximum amount of product (1.0 means a 100% yield; for example, 0.34 means a 34% yield). (1) The reactants are [NH2:1][C:2]1[NH:3][C:4]([C:12]2[O:13][CH:14]=[CH:15][CH:16]=2)=[C:5]([N+:9]([O-:11])=[O:10])[C:6](=[O:8])[N:7]=1.C(N(CC)CC)C.[C:24]1([CH3:34])[CH:29]=[CH:28][C:27]([S:30](Cl)(=[O:32])=[O:31])=[CH:26][CH:25]=1. The catalyst is ClCCl. The product is [NH2:1][C:2]1[N:7]=[C:6]([O:8][S:30]([C:27]2[CH:28]=[CH:29][C:24]([CH3:34])=[CH:25][CH:26]=2)(=[O:32])=[O:31])[C:5]([N+:9]([O-:11])=[O:10])=[C:4]([C:12]2[O:13][CH:14]=[CH:15][CH:16]=2)[N:3]=1. The yield is 0.240. (2) The reactants are [CH2:1]1[C:10]2[C:5](=[CH:6][CH:7]=[CH:8][CH:9]=2)[CH2:4][CH2:3][N:2]1[CH2:11][CH:12]([OH:38])[CH2:13][O:14][C:15]1[CH:20]=[CH:19][CH:18]=[C:17]([C:21]2[C:29]3[N:28]=[CH:27][N:26](COCC[Si](C)(C)C)[C:25]=3[CH:24]=[CH:23][CH:22]=2)[CH:16]=1.C([O-])(O)=O.[Na+]. The catalyst is CCO.Cl. The product is [NH:26]1[C:25]2[CH:24]=[CH:23][CH:22]=[C:21]([C:17]3[CH:16]=[C:15]([CH:20]=[CH:19][CH:18]=3)[O:14][CH2:13][CH:12]([OH:38])[CH2:11][N:2]3[CH2:3][CH2:4][C:5]4[C:10](=[CH:9][CH:8]=[CH:7][CH:6]=4)[CH2:1]3)[C:29]=2[N:28]=[CH:27]1. The yield is 0.250. (3) The reactants are [C:1]([OH:18])(=O)[CH2:2][CH2:3][CH2:4][CH2:5][CH2:6][CH2:7][CH2:8][CH2:9][CH2:10][CH2:11][CH2:12][CH2:13][CH2:14][CH2:15][CH3:16].[CH3:19][C:20]1[N:21]=[C:22]([NH2:31])[S:23][C:24]=1[CH2:25][CH2:26][O:27][N+:28]([O-:30])=[O:29]. No catalyst specified. The product is [CH3:19][C:20]1[N:21]=[C:22]([NH:31][C:1](=[O:18])[CH2:2][CH2:3][CH2:4][CH2:5][CH2:6][CH2:7][CH2:8][CH2:9][CH2:10][CH2:11][CH2:12][CH2:13][CH2:14][CH2:15][CH3:16])[S:23][C:24]=1[CH2:25][CH2:26][O:27][N+:28]([O-:30])=[O:29]. The yield is 0.620.